Dataset: Forward reaction prediction with 1.9M reactions from USPTO patents (1976-2016). Task: Predict the product of the given reaction. Given the reactants [F:1][C:2]1[CH:3]=[C:4]2[C:8](=[CH:9][CH:10]=1)[NH:7][CH:6]=[C:5]2[CH2:11][CH2:12][CH2:13][CH2:14][NH:15][CH:16]1[CH2:25][C:24]2[C:19](=[CH:20][CH:21]=[CH:22][C:23]=2[O:26][CH3:27])[O:18][CH2:17]1.[CH:28](=O)[CH3:29].C(O)(=O)C.C([BH3-])#N.[Na+], predict the reaction product. The product is: [CH2:28]([N:15]([CH2:14][CH2:13][CH2:12][CH2:11][C:5]1[C:4]2[C:8](=[CH:9][CH:10]=[C:2]([F:1])[CH:3]=2)[NH:7][CH:6]=1)[CH:16]1[CH2:25][C:24]2[C:19](=[CH:20][CH:21]=[CH:22][C:23]=2[O:26][CH3:27])[O:18][CH2:17]1)[CH3:29].